Dataset: Peptide-MHC class I binding affinity with 185,985 pairs from IEDB/IMGT. Task: Regression. Given a peptide amino acid sequence and an MHC pseudo amino acid sequence, predict their binding affinity value. This is MHC class I binding data. The peptide sequence is GPLVRKIFV. The MHC is HLA-B35:01 with pseudo-sequence HLA-B35:01. The binding affinity (normalized) is 0.195.